Dataset: Reaction yield outcomes from USPTO patents with 853,638 reactions. Task: Predict the reaction yield, written as a fraction of the theoretical maximum amount of product (1.0 means a 100% yield; for example, 0.34 means a 34% yield). The reactants are [Cl:1][C:2]1[CH:3]=[CH:4][C:5]([O:16][CH2:17][C:18]2[CH:23]=[CH:22][CH:21]=[CH:20][CH:19]=2)=[C:6]([C:8](=O)[CH2:9][CH2:10][C:11](=O)[CH2:12][CH3:13])[CH:7]=1.[CH2:24]([O:26][C:27](=[O:35])[C:28]1[CH:33]=[CH:32][CH:31]=[C:30]([NH2:34])[CH:29]=1)[CH3:25].CC1C=CC(S(O)(=O)=O)=CC=1. The catalyst is C1(C)C=CC=CC=1.CCOC(C)=O. The product is [CH2:24]([O:26][C:27](=[O:35])[C:28]1[CH:33]=[CH:32][CH:31]=[C:30]([N:34]2[C:11]([CH2:12][CH3:13])=[CH:10][CH:9]=[C:8]2[C:6]2[CH:7]=[C:2]([Cl:1])[CH:3]=[CH:4][C:5]=2[O:16][CH2:17][C:18]2[CH:23]=[CH:22][CH:21]=[CH:20][CH:19]=2)[CH:29]=1)[CH3:25]. The yield is 0.550.